From a dataset of NCI-60 drug combinations with 297,098 pairs across 59 cell lines. Regression. Given two drug SMILES strings and cell line genomic features, predict the synergy score measuring deviation from expected non-interaction effect. (1) Drug 1: C1CN1C2=NC(=NC(=N2)N3CC3)N4CC4. Drug 2: C1CNP(=O)(OC1)N(CCCl)CCCl. Cell line: NCIH23. Synergy scores: CSS=29.1, Synergy_ZIP=-1.51, Synergy_Bliss=-2.48, Synergy_Loewe=-39.5, Synergy_HSA=-4.15. (2) Drug 1: C1CC(=O)NC(=O)C1N2C(=O)C3=CC=CC=C3C2=O. Drug 2: N.N.Cl[Pt+2]Cl. Cell line: ACHN. Synergy scores: CSS=23.7, Synergy_ZIP=-0.293, Synergy_Bliss=1.63, Synergy_Loewe=-24.3, Synergy_HSA=-0.856.